From a dataset of Catalyst prediction with 721,799 reactions and 888 catalyst types from USPTO. Predict which catalyst facilitates the given reaction. (1) Reactant: C[Al](C)C.CCCCCC.[Cl-].[NH4+:12].[C:13]([C:15]1[C:20]2[N:21]=[C:22]([C:24]([O:26]CC)=O)[O:23][C:19]=2[C:18]([F:29])=[C:17]([C:30]2[CH:35]=[CH:34][CH:33]=[CH:32][CH:31]=2)[C:16]=1[CH3:36])#[N:14].Cl. Product: [C:13]([C:15]1[C:20]2[N:21]=[C:22]([C:24]([NH2:12])=[O:26])[O:23][C:19]=2[C:18]([F:29])=[C:17]([C:30]2[CH:35]=[CH:34][CH:33]=[CH:32][CH:31]=2)[C:16]=1[CH3:36])#[N:14]. The catalyst class is: 229. (2) Reactant: [F:1][C:2]1[CH:3]=[C:4]([C:12]([C:22]2[CH:27]=[CH:26][C:25]([F:28])=[CH:24][N:23]=2)([CH2:15][C:16]2[CH:21]=[CH:20][CH:19]=[CH:18][CH:17]=2)[C:13]#[N:14])[CH:5]=[C:6]([C:8]([F:11])([F:10])[F:9])[CH:7]=1.[BH4-].[Na+]. Product: [F:1][C:2]1[CH:3]=[C:4]([C:12]([C:22]2[CH:27]=[CH:26][C:25]([F:28])=[CH:24][N:23]=2)([CH2:15][C:16]2[CH:21]=[CH:20][CH:19]=[CH:18][CH:17]=2)[CH2:13][NH2:14])[CH:5]=[C:6]([C:8]([F:11])([F:10])[F:9])[CH:7]=1. The catalyst class is: 100.